Dataset: Peptide-MHC class I binding affinity with 185,985 pairs from IEDB/IMGT. Task: Regression. Given a peptide amino acid sequence and an MHC pseudo amino acid sequence, predict their binding affinity value. This is MHC class I binding data. (1) The peptide sequence is KGMKIQHFK. The MHC is HLA-A02:19 with pseudo-sequence HLA-A02:19. The binding affinity (normalized) is 0.0847. (2) The peptide sequence is TVTSLIANI. The MHC is Mamu-A2201 with pseudo-sequence Mamu-A2201. The binding affinity (normalized) is 0.143. (3) The peptide sequence is MTQNISNDK. The MHC is HLA-A02:01 with pseudo-sequence HLA-A02:01. The binding affinity (normalized) is 0.0847.